Task: Predict the product of the given reaction.. Dataset: Forward reaction prediction with 1.9M reactions from USPTO patents (1976-2016) (1) The product is: [F:33][C:23]1[CH:24]=[C:25]([O:28][C:29]([F:30])([F:31])[F:32])[CH:26]=[CH:27][C:22]=1[S:19]([N:16]1[CH2:17][CH2:18][N:13]([C:11]2[S:12][C:8]([C:6]([OH:7])=[O:5])=[C:9]([CH3:47])[N:10]=2)[CH2:14][C@@H:15]1[C:34](=[O:46])[NH:35][CH2:36][C:37]1[CH:38]=[CH:39][C:40]([CH2:43][CH2:44][CH3:45])=[CH:41][CH:42]=1)(=[O:20])=[O:21]. Given the reactants C([O:5][C:6]([C:8]1[S:12][C:11]([N:13]2[CH2:18][CH2:17][N:16]([S:19]([C:22]3[CH:27]=[CH:26][C:25]([O:28][C:29]([F:32])([F:31])[F:30])=[CH:24][C:23]=3[F:33])(=[O:21])=[O:20])[C@@H:15]([C:34](=[O:46])[NH:35][CH2:36][C:37]3[CH:42]=[CH:41][C:40]([CH2:43][CH2:44][CH3:45])=[CH:39][CH:38]=3)[CH2:14]2)=[N:10][C:9]=1[CH3:47])=[O:7])(C)(C)C.FC(F)(F)C(O)=O, predict the reaction product. (2) Given the reactants [Cl:1][C:2]1[C:7]([CH:8]([CH3:10])[CH3:9])=[CH:6][C:5]([NH2:11])=[C:4]([N+:12]([O-])=O)[CH:3]=1.[CH2:15]([O:17][C:18]([C:20]1[C:21]([CH:26]=O)=[N:22][NH:23][C:24]=1[CH3:25])=[O:19])[CH3:16].[O-]S(S([O-])=O)=O.[Na+].[Na+], predict the reaction product. The product is: [CH2:15]([O:17][C:18]([C:20]1[C:21]([C:26]2[NH:11][C:5]3[CH:6]=[C:7]([CH:8]([CH3:10])[CH3:9])[C:2]([Cl:1])=[CH:3][C:4]=3[N:12]=2)=[N:22][NH:23][C:24]=1[CH3:25])=[O:19])[CH3:16]. (3) Given the reactants [CH2:1]([C:3]1[C:4]([O:14][CH2:15][CH2:16][CH2:17][C:18]2[C:19]([CH:33]([CH2:36][CH3:37])[CH2:34][CH3:35])=[N:20][N:21]([C:23]3[CH:28]=[CH:27][C:26]([C:29]([F:32])([F:31])[F:30])=[CH:25][N:24]=3)[CH:22]=2)=[C:5]([CH2:9][C:10]([O:12]C)=[O:11])[CH:6]=[CH:7][CH:8]=1)[CH3:2].[OH-].[Na+].O1CCCC1.Cl, predict the reaction product. The product is: [CH2:1]([C:3]1[C:4]([O:14][CH2:15][CH2:16][CH2:17][C:18]2[C:19]([CH:33]([CH2:34][CH3:35])[CH2:36][CH3:37])=[N:20][N:21]([C:23]3[CH:28]=[CH:27][C:26]([C:29]([F:32])([F:31])[F:30])=[CH:25][N:24]=3)[CH:22]=2)=[C:5]([CH2:9][C:10]([OH:12])=[O:11])[CH:6]=[CH:7][CH:8]=1)[CH3:2]. (4) Given the reactants [CH3:1][N:2]([N:4]=[CH2:5])[CH3:3].N1C(C)=CC=CC=1C.[F:14][C:15]([F:26])([F:25])[C:16](O[C:16](=[O:17])[C:15]([F:26])([F:25])[F:14])=[O:17], predict the reaction product. The product is: [CH3:1][N:2]([CH3:3])/[N:4]=[CH:5]/[C:16](=[O:17])[C:15]([F:26])([F:25])[F:14]. (5) Given the reactants [Br:1][C:2]1[CH:7]=[CH:6][C:5](F)=[C:4]([N+:9]([O-:11])=[O:10])[CH:3]=1.[C:12]([O:16][C:17]([N:19]1[CH2:24][CH2:23][NH:22][CH2:21][CH2:20]1)=[O:18])([CH3:15])([CH3:14])[CH3:13].C(=O)([O-])[O-].[Cs+].[Cs+], predict the reaction product. The product is: [C:12]([O:16][C:17]([N:19]1[CH2:24][CH2:23][N:22]([C:5]2[CH:6]=[CH:7][C:2]([Br:1])=[CH:3][C:4]=2[N+:9]([O-:11])=[O:10])[CH2:21][CH2:20]1)=[O:18])([CH3:15])([CH3:13])[CH3:14]. (6) Given the reactants N[C:2]1[CH:3]=[C:4]([CH:10]=[CH:11][C:12]=1[CH2:13][CH2:14][NH:15][C:16]([C:18]1[CH:23]=[CH:22][C:21]([C:24]2[CH:29]=[CH:28][C:27]([Cl:30])=[CH:26][CH:25]=2)=[CH:20][CH:19]=1)=[O:17])[C:5]([O:7][CH2:8][CH3:9])=[O:6].N([O-])=O.[Na+].[BrH:35], predict the reaction product. The product is: [Br:35][C:2]1[CH:3]=[C:4]([CH:10]=[CH:11][C:12]=1[CH2:13][CH2:14][NH:15][C:16]([C:18]1[CH:23]=[CH:22][C:21]([C:24]2[CH:29]=[CH:28][C:27]([Cl:30])=[CH:26][CH:25]=2)=[CH:20][CH:19]=1)=[O:17])[C:5]([O:7][CH2:8][CH3:9])=[O:6]. (7) Given the reactants [OH:1][CH2:2][C:3]1[N:4]=[N:5][N:6]([CH3:38])[C:7]=1[C:8]1[CH:20]=[N:19][C:18]2[C:17]3[CH:16]=[CH:15][C:14]([C:21]([OH:24])([CH3:23])[CH3:22])=[CH:13][C:12]=3[N:11]([C@H:25]([C:32]3[CH:37]=[CH:36][CH:35]=[CH:34][CH:33]=3)[CH:26]3[CH2:31][CH2:30][O:29][CH2:28][CH2:27]3)[C:10]=2[CH:9]=1.CC(OI1(OC(C)=O)(OC(C)=O)OC(=O)C2C=CC=CC1=2)=O, predict the reaction product. The product is: [OH:24][C:21]([C:14]1[CH:15]=[CH:16][C:17]2[C:18]3[N:19]=[CH:20][C:8]([C:7]4[N:6]([CH3:38])[N:5]=[N:4][C:3]=4[CH:2]=[O:1])=[CH:9][C:10]=3[N:11]([C@H:25]([C:32]3[CH:37]=[CH:36][CH:35]=[CH:34][CH:33]=3)[CH:26]3[CH2:27][CH2:28][O:29][CH2:30][CH2:31]3)[C:12]=2[CH:13]=1)([CH3:23])[CH3:22].